From a dataset of Full USPTO retrosynthesis dataset with 1.9M reactions from patents (1976-2016). Predict the reactants needed to synthesize the given product. (1) Given the product [CH2:1]([C:3]1[N:4]([C:28]2[CH:33]=[CH:32][C:31]([O:34][CH:47]3[CH2:48][CH2:43][CH2:44][CH:45]([OH:49])[CH2:46]3)=[CH:30][CH:29]=2)[C:5](=[O:27])[C:6]([CH2:12][C:13]2[CH:18]=[CH:17][C:16]([C:19]3[CH:24]=[CH:23][CH:22]=[CH:21][C:20]=3[C:25]3[NH:70][C:71](=[O:72])[O:73][N:26]=3)=[CH:15][CH:14]=2)=[C:7]([CH2:9][CH2:10][CH3:11])[N:8]=1)[CH3:2], predict the reactants needed to synthesize it. The reactants are: [CH2:1]([C:3]1[N:4]([C:28]2[CH:33]=[CH:32][C:31]([OH:34])=[CH:30][CH:29]=2)[C:5](=[O:27])[C:6]([CH2:12][C:13]2[CH:18]=[CH:17][C:16]([C:19]3[C:20]([C:25]#[N:26])=[CH:21][CH:22]=[CH:23][CH:24]=3)=[CH:15][CH:14]=2)=[C:7]([CH2:9][CH2:10][CH3:11])[N:8]=1)[CH3:2].[Si](O[CH:43]1[CH2:48][CH2:47][CH2:46][CH:45]([OH:49])[CH2:44]1)(C(C)(C)C)(C)C.C1(P(C2C=CC=CC=2)C2C=CC=CC=2)C=CC=CC=1.[N:70]([C:71]([O:73]C(C)C)=[O:72])=[N:70][C:71]([O:73]C(C)C)=[O:72]. (2) Given the product [O:2]1[C:6]2[CH:7]=[CH:8][CH:9]=[C:10]([CH:11]3[CH2:16][CH2:15][N:14]([CH2:17][CH2:18][C@H:19]4[CH2:20][CH2:21][C@H:22]([NH:25][C:32](=[O:33])[CH2:31][C@@H:27]5[CH2:28][CH2:29][CH2:30][O:26]5)[CH2:23][CH2:24]4)[CH2:13][CH2:12]3)[C:5]=2[O:4][CH2:3]1, predict the reactants needed to synthesize it. The reactants are: Cl.[O:2]1[C:6]2[CH:7]=[CH:8][CH:9]=[C:10]([CH:11]3[CH2:16][CH2:15][N:14]([CH2:17][CH2:18][C@H:19]4[CH2:24][CH2:23][C@H:22]([NH2:25])[CH2:21][CH2:20]4)[CH2:13][CH2:12]3)[C:5]=2[O:4][CH2:3]1.[O:26]1[CH2:30][CH2:29][CH2:28][C@H:27]1[CH2:31][C:32](O)=[O:33].